This data is from NCI-60 drug combinations with 297,098 pairs across 59 cell lines. The task is: Regression. Given two drug SMILES strings and cell line genomic features, predict the synergy score measuring deviation from expected non-interaction effect. Drug 1: CCC1=CC2CC(C3=C(CN(C2)C1)C4=CC=CC=C4N3)(C5=C(C=C6C(=C5)C78CCN9C7C(C=CC9)(C(C(C8N6C)(C(=O)OC)O)OC(=O)C)CC)OC)C(=O)OC.C(C(C(=O)O)O)(C(=O)O)O. Drug 2: C1=CC(=CC=C1CCCC(=O)O)N(CCCl)CCCl. Cell line: M14. Synergy scores: CSS=27.2, Synergy_ZIP=-8.40, Synergy_Bliss=-7.64, Synergy_Loewe=-26.2, Synergy_HSA=-6.84.